Dataset: Forward reaction prediction with 1.9M reactions from USPTO patents (1976-2016). Task: Predict the product of the given reaction. Given the reactants [C:1]([C:5]1[CH:9]=[C:8]([CH2:10][NH2:11])[N:7]([C:12]2[CH:17]=[CH:16][CH:15]=[C:14]([Cl:18])[CH:13]=2)[N:6]=1)([CH3:4])([CH3:3])[CH3:2].C(=O)([O-])[O-].[K+].[K+].Cl[C:26]([O:28][C:29]1[CH:34]=[CH:33][CH:32]=[CH:31][CH:30]=1)=[O:27].C(OCC)(=O)C.CCCCCC, predict the reaction product. The product is: [C:1]([C:5]1[CH:9]=[C:8]([CH2:10][NH:11][C:26](=[O:27])[O:28][C:29]2[CH:34]=[CH:33][CH:32]=[CH:31][CH:30]=2)[N:7]([C:12]2[CH:17]=[CH:16][CH:15]=[C:14]([Cl:18])[CH:13]=2)[N:6]=1)([CH3:4])([CH3:2])[CH3:3].